The task is: Binary Classification. Given a T-cell receptor sequence (or CDR3 region) and an epitope sequence, predict whether binding occurs between them.. This data is from TCR-epitope binding with 47,182 pairs between 192 epitopes and 23,139 TCRs. (1) The epitope is LLFGYPVYV. The TCR CDR3 sequence is CASSLDIETYF. Result: 0 (the TCR does not bind to the epitope). (2) The epitope is YLNTLTLAV. The TCR CDR3 sequence is CASSLADEQFF. Result: 1 (the TCR binds to the epitope). (3) The epitope is RILGAGCFV. The TCR CDR3 sequence is CASSLGLGANEQFF. Result: 1 (the TCR binds to the epitope). (4) The epitope is SSTFNVPMEKLK. The TCR CDR3 sequence is CASSSTLDRTEQETQYF. Result: 0 (the TCR does not bind to the epitope). (5) The epitope is YVLDHLIVV. The TCR CDR3 sequence is CASSQSDLTAKQPQHF. Result: 0 (the TCR does not bind to the epitope). (6) The epitope is KRWIIMGLNK. The TCR CDR3 sequence is CSVGYIVRTSGSAYNEQFF. Result: 0 (the TCR does not bind to the epitope). (7) The epitope is AVFDRKSDAK. The TCR CDR3 sequence is CASSLGVGGGVGTEAFF. Result: 1 (the TCR binds to the epitope). (8) The epitope is LLLGIGILV. The TCR CDR3 sequence is CASSYSSPETGGQPQHF. Result: 1 (the TCR binds to the epitope). (9) The epitope is TLVPQEHYV. The TCR CDR3 sequence is CASSMGGPSYEQYF. Result: 1 (the TCR binds to the epitope).